Dataset: Forward reaction prediction with 1.9M reactions from USPTO patents (1976-2016). Task: Predict the product of the given reaction. (1) Given the reactants [NH2:1][C:2]1[N:7]=[C:6]([N:8]2[C@H:13]([CH3:14])[CH2:12][CH2:11][C@H:10]([C:15]([OH:17])=O)[CH2:9]2)[CH:5]=[C:4]([C:18]2[CH:26]=[C:25]3[C:21]([CH:22]=[N:23][NH:24]3)=[CH:20][CH:19]=2)[N:3]=1.CN(C(ON1N=NC2C=CC=NC1=2)=[N+](C)C)C.F[P-](F)(F)(F)(F)F.CCN(C(C)C)C(C)C.[CH:60]1([NH2:66])[CH2:65][CH2:64][CH2:63][CH2:62][CH2:61]1, predict the reaction product. The product is: [NH2:1][C:2]1[N:7]=[C:6]([N:8]2[C@H:13]([CH3:14])[CH2:12][CH2:11][C@H:10]([C:15]([NH:66][CH:60]3[CH2:65][CH2:64][CH2:63][CH2:62][CH2:61]3)=[O:17])[CH2:9]2)[CH:5]=[C:4]([C:18]2[CH:26]=[C:25]3[C:21]([CH:22]=[N:23][NH:24]3)=[CH:20][CH:19]=2)[N:3]=1. (2) The product is: [CH2:1]([N:3]([CH2:13][C:14]1[CH:19]=[CH:18][C:17]([CH2:20][C:21]#[N:22])=[CH:16][CH:15]=1)[CH2:4][CH3:5])[CH3:2]. Given the reactants [CH2:1]([NH:3][CH2:4][CH3:5])[CH3:2].C(=O)([O-])[O-].[K+].[K+].Br[CH2:13][C:14]1[CH:19]=[CH:18][C:17]([CH2:20][C:21]#[N:22])=[CH:16][CH:15]=1, predict the reaction product. (3) Given the reactants C(S[C:6](=[O:23])[CH:7]([CH2:11][C:12]1[CH:17]=[CH:16][C:15]([N:18]2[CH:22]=[CH:21][CH:20]=[N:19]2)=[CH:14][CH:13]=1)[C:8](=[O:10])[CH3:9])(C)(C)C.[NH2:24][C:25]1[CH:26]=[C:27]([OH:32])[CH:28]=[CH:29][C:30]=1[F:31], predict the reaction product. The product is: [F:31][C:30]1[CH:29]=[CH:28][C:27]([OH:32])=[CH:26][C:25]=1[NH:24][C:6](=[O:23])[CH:7]([CH2:11][C:12]1[CH:13]=[CH:14][C:15]([N:18]2[CH:22]=[CH:21][CH:20]=[N:19]2)=[CH:16][CH:17]=1)[C:8](=[O:10])[CH3:9]. (4) Given the reactants [C:1]1(C)[CH:6]=[CH:5][CH:4]=[CH:3][CH:2]=1.Br[C:9]1[CH:21]=[CH:20][C:12]([C:13]([O:15][C:16]([CH3:19])([CH3:18])[CH3:17])=[O:14])=[C:11]([N+:22]([O-:24])=[O:23])[CH:10]=1.C1(B(O)O)C=CC=CC=1.C(=O)([O-])O.[Na+], predict the reaction product. The product is: [N+:22]([C:11]1[CH:10]=[C:9]([C:1]2[CH:6]=[CH:5][CH:4]=[CH:3][CH:2]=2)[CH:21]=[CH:20][C:12]=1[C:13]([O:15][C:16]([CH3:19])([CH3:18])[CH3:17])=[O:14])([O-:24])=[O:23]. (5) Given the reactants Cl[C:2]1[CH:3]=[C:4]([CH:9]=[CH:10][N:11]=1)[C:5]([O:7][CH3:8])=[O:6].[NH2:12][C:13]1[S:14][CH:15]=[C:16]([CH3:18])[N:17]=1.P([O-])([O-])([O-])=O.[K+].[K+].[K+], predict the reaction product. The product is: [CH3:18][C:16]1[N:17]=[C:13]([NH:12][C:2]2[CH:3]=[C:4]([CH:9]=[CH:10][N:11]=2)[C:5]([O:7][CH3:8])=[O:6])[S:14][CH:15]=1.